Dataset: Full USPTO retrosynthesis dataset with 1.9M reactions from patents (1976-2016). Task: Predict the reactants needed to synthesize the given product. (1) Given the product [Cl:1][C:2]1[CH:3]=[C:4]([NH:5][C:34]([NH:51][C:49]2[O:48][N:47]=[C:46]([CH3:45])[CH:50]=2)=[O:36])[CH:6]=[CH:7][C:8]=1[O:9][C:10]1[C:19]2[C:14](=[CH:15][C:16]([O:22][CH3:23])=[C:17]([O:20][CH3:21])[CH:18]=2)[N:13]=[CH:12][CH:11]=1, predict the reactants needed to synthesize it. The reactants are: [Cl:1][C:2]1[CH:3]=[C:4]([CH:6]=[CH:7][C:8]=1[O:9][C:10]1[C:19]2[C:14](=[CH:15][C:16]([O:22][CH3:23])=[C:17]([O:20][CH3:21])[CH:18]=2)[N:13]=[CH:12][CH:11]=1)[NH2:5].C(N(CC)C(C)C)(C)C.Cl[C:34](Cl)([O:36]C(=O)OC(Cl)(Cl)Cl)Cl.[CH3:45][C:46]1[CH:50]=[C:49]([NH2:51])[O:48][N:47]=1.C(=O)([O-])O.[Na+]. (2) Given the product [CH3:13][O:14][CH2:15][CH2:16][O:17][CH:18]1[CH2:23][CH2:22][CH:21]([N:24]2[C:29](=[O:30])[C:28]([CH2:31][C:32]3[CH:37]=[CH:36][C:35]([C:38]4[CH:43]=[CH:42][CH:41]=[CH:40][C:39]=4[C:44]4[NH:3][C:4](=[O:7])[O:5][N:45]=4)=[CH:34][CH:33]=3)=[C:27]([CH2:46][CH2:47][CH3:48])[N:26]3[N:49]=[CH:50][N:51]=[C:25]23)[CH2:20][CH2:19]1, predict the reactants needed to synthesize it. The reactants are: [Cl-].O[NH3+:3].[C:4](=[O:7])([O-])[OH:5].[Na+].CS(C)=O.[CH3:13][O:14][CH2:15][CH2:16][O:17][CH:18]1[CH2:23][CH2:22][CH:21]([N:24]2[C:29](=[O:30])[C:28]([CH2:31][C:32]3[CH:37]=[CH:36][C:35]([C:38]4[C:39]([C:44]#[N:45])=[CH:40][CH:41]=[CH:42][CH:43]=4)=[CH:34][CH:33]=3)=[C:27]([CH2:46][CH2:47][CH3:48])[N:26]3[N:49]=[CH:50][N:51]=[C:25]23)[CH2:20][CH2:19]1. (3) Given the product [Cl:10][C:11]1[CH:44]=[CH:43][C:14]([CH2:15][NH:16][C:17]([C:19]2[C:20](=[O:42])[C:21]3[CH:39]=[C:38]([CH2:40][N:52]([CH2:51][C@H:50]([C:46]4[O:45][CH:49]=[CH:48][CH:47]=4)[OH:54])[CH3:53])[S:37][C:22]=3[N:23]([CH2:25][CH2:26][O:27][CH2:28][CH2:29][O:30][CH:31]3[CH2:36][CH2:35][CH2:34][CH2:33][O:32]3)[CH:24]=2)=[O:18])=[CH:13][CH:12]=1, predict the reactants needed to synthesize it. The reactants are: C(N(C(C)C)CC)(C)C.[Cl:10][C:11]1[CH:44]=[CH:43][C:14]([CH2:15][NH:16][C:17]([C:19]2[C:20](=[O:42])[C:21]3[CH:39]=[C:38]([CH2:40]Cl)[S:37][C:22]=3[N:23]([CH2:25][CH2:26][O:27][CH2:28][CH2:29][O:30][CH:31]3[CH2:36][CH2:35][CH2:34][CH2:33][O:32]3)[CH:24]=2)=[O:18])=[CH:13][CH:12]=1.[O:45]1[CH:49]=[CH:48][CH:47]=[C:46]1[C@H:50]([OH:54])[CH2:51][NH:52][CH3:53]. (4) Given the product [Br:1][CH2:2][C:7]1[C:10]([O:11][CH3:13])=[N:3][CH:4]=[C:5]([I:9])[CH:6]=1, predict the reactants needed to synthesize it. The reactants are: [Br:1][C:2]1[C:7](C)=[CH:6][C:5]([I:9])=[CH:4][N:3]=1.[CH3:10][O-:11].[Na+].[CH3:13]S(C)=O.